This data is from Catalyst prediction with 721,799 reactions and 888 catalyst types from USPTO. The task is: Predict which catalyst facilitates the given reaction. (1) Reactant: [OH:1][C:2]1[CH:9]=[CH:8][C:5]([C:6]#[N:7])=[CH:4][CH:3]=1.O[CH:11]1[CH2:16][CH2:15][N:14]([C:17]([O:19][C:20]([CH3:23])([CH3:22])[CH3:21])=[O:18])[CH2:13][CH2:12]1.C1(P(C2C=CC=CC=2)C2C=CC=CC=2)C=CC=CC=1.N(C(OCC)=O)=NC(OCC)=O. Product: [C:6]([C:5]1[CH:8]=[CH:9][C:2]([O:1][CH:11]2[CH2:16][CH2:15][N:14]([C:17]([O:19][C:20]([CH3:23])([CH3:22])[CH3:21])=[O:18])[CH2:13][CH2:12]2)=[CH:3][CH:4]=1)#[N:7]. The catalyst class is: 7. (2) Product: [C:1]([CH2:3][NH:4][C:5]([C@@H:7]1[CH2:12][CH2:11][CH2:10][CH2:9][C@H:8]1[CH2:13][S:29][C:26]1[CH:27]=[CH:28][C:23]([S:22][CH3:21])=[CH:24][CH:25]=1)=[O:6])#[N:2]. The catalyst class is: 21. Reactant: [C:1]([CH2:3][NH:4][C:5]([C@@H:7]1[CH2:12][CH2:11][CH2:10][CH2:9][C@H:8]1[CH2:13]Br)=[O:6])#[N:2].C(=O)([O-])[O-].[Cs+].[Cs+].[CH3:21][S:22][C:23]1[CH:28]=[CH:27][C:26]([SH:29])=[CH:25][CH:24]=1. (3) Reactant: C1(C)C=CC=CC=1.[CH2:8]([N:10]1[C:14](=O)[CH2:13][O:12][C:11]1=[S:16])[CH3:9].COC1C=CC(P2(SP(C3C=CC(OC)=CC=3)(=S)S2)=[S:26])=CC=1. Product: [CH2:8]([N:10]1[C:14](=[S:26])[CH2:13][O:12][C:11]1=[S:16])[CH3:9]. The catalyst class is: 13.